This data is from Reaction yield outcomes from USPTO patents with 853,638 reactions. The task is: Predict the reaction yield, written as a fraction of the theoretical maximum amount of product (1.0 means a 100% yield; for example, 0.34 means a 34% yield). (1) The reactants are C([N:8]1[CH2:13][C@H:12]([CH2:14][OH:15])[N:11]([C:16]2[CH:21]=[CH:20][C:19]([O:22]CC3C=CC=CC=3)=[CH:18][CH:17]=2)[C:10](=[O:30])[CH2:9]1)C1C=CC=CC=1.[C:31](=[O:42])([O:37][C:38]([CH3:41])([CH3:40])[CH3:39])OC(C)(C)C.[H][H]. The catalyst is CO.O1CCCC1.[OH-].[Pd+2].[OH-]. The product is [C:38]([O:37][C:31]([N:8]1[CH2:9][C:10](=[O:30])[N:11]([C:16]2[CH:17]=[CH:18][C:19]([OH:22])=[CH:20][CH:21]=2)[C@@H:12]([CH2:14][OH:15])[CH2:13]1)=[O:42])([CH3:39])([CH3:40])[CH3:41]. The yield is 0.930. (2) The reactants are Br[C:2]1[S:3][C:4]2[CH:10]=[C:9]([CH2:11][N:12]3[C:16]4[CH:17]=[C:18]([O:23][CH3:24])[C:19]([O:21][CH3:22])=[CH:20][C:15]=4[N:14]=[CH:13]3)[CH:8]=[CH:7][C:5]=2[N:6]=1.[NH2:25][C:26]1[CH:31]=[CH:30][CH:29]=[CH:28][C:27]=1[OH:32].CCN(C(C)C)C(C)C. The catalyst is CC(N(C)C)=O. The yield is 0.160. The product is [CH3:22][O:21][C:19]1[C:18]([O:23][CH3:24])=[CH:17][C:16]2[N:12]([CH2:11][C:9]3[CH:8]=[CH:7][C:5]4[N:6]=[C:2]([NH:25][C:26]5[CH:31]=[CH:30][CH:29]=[CH:28][C:27]=5[OH:32])[S:3][C:4]=4[CH:10]=3)[CH:13]=[N:14][C:15]=2[CH:20]=1. (3) The reactants are C(O)(=O)C.C([CH2:7][C:8]([O:13][C:14]1[CH:19]=[CH:18][C:17]([CH:20]=O)=[CH:16][CH:15]=1)([CH3:12])[C:9]([OH:11])=[O:10])C.[NH2:22][C:23]1[CH:28]=[C:27]([Cl:29])[CH:26]=[CH:25][C:24]=1[SH:30].C([O-])(=O)C.[Na+]. The catalyst is O.C(OCC)(=O)C. The product is [Cl:29][C:27]1[CH:26]=[CH:25][C:24]2[S:30][C:20]([C:17]3[CH:16]=[CH:15][C:14]([O:13][C:8]([CH3:7])([CH3:12])[C:9]([OH:11])=[O:10])=[CH:19][CH:18]=3)=[N:22][C:23]=2[CH:28]=1. The yield is 0.396. (4) The reactants are [S:1]1[C:5]([C:6]([OH:8])=O)=[CH:4][C:3]2[CH:9]3[CH2:13][CH:12]([C:2]1=2)[CH2:11][CH2:10]3.[NH2:14][C:15]1[C:16]([CH3:45])=[C:17]([C:21]2[N:22]=[C:23]([NH:29][C:30]3[CH:35]=[CH:34][C:33]([CH:36]4[C:41](=[O:42])[N:40]([CH3:43])[CH2:39][CH2:38][N:37]4[CH3:44])=[CH:32][CH:31]=3)[C:24](=[O:28])[N:25]([CH3:27])[CH:26]=2)[CH:18]=[CH:19][CH:20]=1.C(N(CC)C(C)C)(C)C.F[P-](F)(F)(F)(F)F.N1(O[P+](N(C)C)(N(C)C)N(C)C)C2C=CC=CC=2N=N1. The catalyst is O.CN(C=O)C. The product is [CH3:44][N:37]1[CH2:38][CH2:39][N:40]([CH3:43])[C:41](=[O:42])[CH:36]1[C:33]1[CH:34]=[CH:35][C:30]([NH:29][C:23]2[C:24](=[O:28])[N:25]([CH3:27])[CH:26]=[C:21]([C:17]3[C:16]([CH3:45])=[C:15]([NH:14][C:6]([C:5]4[S:1][C:2]5[CH:12]6[CH2:13][CH:9]([C:3]=5[CH:4]=4)[CH2:10][CH2:11]6)=[O:8])[CH:20]=[CH:19][CH:18]=3)[N:22]=2)=[CH:31][CH:32]=1. The yield is 0.440. (5) The reactants are Cl[C:2]1[N:7]=[C:6]([NH:8][C:9]2[CH:10]=[N:11][C:12]([O:15][CH3:16])=[CH:13][CH:14]=2)[C:5]([I:17])=[CH:4][N:3]=1.[NH:18]1[CH2:22][CH2:21][CH2:20][CH2:19]1.C(O)C. The catalyst is O. The product is [I:17][C:5]1[C:6]([NH:8][C:9]2[CH:10]=[N:11][C:12]([O:15][CH3:16])=[CH:13][CH:14]=2)=[N:7][C:2]([N:18]2[CH2:22][CH2:21][CH2:20][CH2:19]2)=[N:3][CH:4]=1. The yield is 0.870.